From a dataset of Catalyst prediction with 721,799 reactions and 888 catalyst types from USPTO. Predict which catalyst facilitates the given reaction. (1) Reactant: C([O:5][C:6](=[O:71])[CH2:7][N:8]1[CH2:16][CH2:15][N:14]([CH2:17][CH:18]([NH:54][CH2:55][C:56]([O:58]C(C)(C)C)=[O:57])[CH2:19][C:20]2[CH:25]=[CH:24][C:23]([NH:26][C:27](=[O:53])[CH2:28][CH2:29][CH:30]([CH:32]3[C:48]4([CH3:49])[CH:35]([CH:36]5[CH:45]([CH2:46][CH:47]4[OH:50])[C:44]4([CH3:51])[CH:39]([CH2:40][CH:41]([OH:52])[CH2:42][CH2:43]4)[CH2:38][CH2:37]5)[CH2:34][CH2:33]3)[CH3:31])=[CH:22][CH:21]=2)[CH2:13][CH2:12][N:11]([CH2:63][C:64]([O:66]C(C)(C)C)=[O:65])[CH2:10][CH2:9]1)(C)(C)C.Cl.CCOCC. Product: [C:6]([CH2:7][N:8]1[CH2:16][CH2:15][N:14]([CH2:17][CH:18]([NH:54][CH2:55][C:56]([OH:58])=[O:57])[CH2:19][C:20]2[CH:21]=[CH:22][C:23]([NH:26][C:27](=[O:53])[CH2:28][CH2:29][CH:30]([CH:32]3[C:48]4([CH3:49])[CH:35]([CH:36]5[CH:45]([CH2:46][CH:47]4[OH:50])[C:44]4([CH3:51])[CH:39]([CH2:40][CH:41]([OH:52])[CH2:42][CH2:43]4)[CH2:38][CH2:37]5)[CH2:34][CH2:33]3)[CH3:31])=[CH:24][CH:25]=2)[CH2:13][CH2:12][N:11]([CH2:63][C:64]([OH:66])=[O:65])[CH2:10][CH2:9]1)([OH:71])=[O:5]. The catalyst class is: 12. (2) Reactant: C1(N2C(=O)C3SC=[C:16]([C:17]4[CH:22]=[CH:21][CH:20]=[CH:19][CH:18]=4)[C:10]=3[N:9]=[CH:8]2)C=CC=CC=1.[NH2:23][C:24]1[C:28]([C:29]2[CH:34]=[CH:33][CH:32]=[CH:31][C:30]=2[CH3:35])=[CH:27][S:26][C:25]=1[C:36]([O:38]C)=O.C(OCC)(OCC)OCC.C1(N)CCCCCCC1. Product: [CH:10]1([N:9]2[C:36](=[O:38])[C:25]3[S:26][CH:27]=[C:28]([C:29]4[CH:34]=[CH:33][CH:32]=[CH:31][C:30]=4[CH3:35])[C:24]=3[N:23]=[CH:8]2)[CH2:16][CH2:17][CH2:22][CH2:21][CH2:20][CH2:19][CH2:18]1. The catalyst class is: 15. (3) Reactant: [CH3:1][O:2][C:3]1[C:8]2[N:9]=C(C)O[C:12](=[O:13])[C:7]=2[CH:6]=[CH:5][CH:4]=1.[C:15]1([Mg]Br)[CH:20]=[CH:19][CH:18]=[CH:17][CH:16]=1. Product: [NH2:9][C:8]1[C:3]([O:2][CH3:1])=[CH:4][CH:5]=[CH:6][C:7]=1[C:12]([C:15]1[CH:20]=[CH:19][CH:18]=[CH:17][CH:16]=1)=[O:13]. The catalyst class is: 28. (4) Reactant: CO.Cl.C[C@@H]1O[C@@H](O[C@H]2[C@H]([O:18][C@@H:19]3[C@:39]([CH2:41][OH:42])([CH3:40])[C@H:38]4[C@@:22]([CH3:51])([C@@H:23]5[C@@:35]([CH3:43])([CH2:36][CH2:37]4)[C@@:34]4([CH3:44])[C@@H:26]([C@@H:27]6[C@@:31]([C:45]([OH:47])=[O:46])([CH2:32][CH2:33]4)[CH2:30][CH2:29][C@H:28]6[C:48]([CH3:50])=[CH2:49])[CH2:25][CH2:24]5)[CH2:21][CH2:20]3)OC[C@H](O)[C@@H]2O)[C@H](O)[C@H](O)[C@H]1O. Product: [CH3:50][C:48]([C@H:28]1[C@@H:27]2[C@@H:26]3[C@@:34]([CH3:44])([CH2:33][CH2:32][C@@:31]2([C:45]([OH:47])=[O:46])[CH2:30][CH2:29]1)[C@@:35]1([CH3:43])[C@@H:23]([C@:22]2([CH3:51])[C@@H:38]([CH2:37][CH2:36]1)[C@@:39]([CH2:41][OH:42])([CH3:40])[C@@H:19]([OH:18])[CH2:20][CH2:21]2)[CH2:24][CH2:25]3)=[CH2:49]. The catalyst class is: 6.